Dataset: Full USPTO retrosynthesis dataset with 1.9M reactions from patents (1976-2016). Task: Predict the reactants needed to synthesize the given product. Given the product [CH3:1][C:2]1[CH:23]=[C:22]([CH3:24])[C:21]([C:25]2[NH:29][C:28]([CH:30]3[CH2:35][CH2:34][O:33][CH2:32][CH2:31]3)=[N:27][N:26]=2)=[CH:20][C:3]=1[C:4]([N:6]1[CH2:11][CH2:10][CH:9]([C:12]2[CH:19]=[CH:18][C:15]([C:16]#[N:17])=[CH:14][CH:13]=2)[CH2:8][CH2:7]1)=[O:5], predict the reactants needed to synthesize it. The reactants are: [CH3:1][C:2]1[CH:23]=[C:22]([CH3:24])[C:21]([C:25]2[NH:29][C:28]([CH2:30][CH:31]3[CH2:35][CH2:34][O:33][CH2:32]3)=[N:27][N:26]=2)=[CH:20][C:3]=1[C:4]([N:6]1[CH2:11][CH2:10][CH:9]([C:12]2[CH:19]=[CH:18][C:15]([C:16]#[N:17])=[CH:14][CH:13]=2)[CH2:8][CH2:7]1)=[O:5].O1CCC(C(NN)=O)CC1.O1CCC(CC(NN)=O)C1.